From a dataset of Reaction yield outcomes from USPTO patents with 853,638 reactions. Predict the reaction yield, written as a fraction of the theoretical maximum amount of product (1.0 means a 100% yield; for example, 0.34 means a 34% yield). (1) The product is [F:1][C:2]1[CH:3]=[CH:4][C:5]([CH:8]2[C:13]3=[N:14][NH:15][C:16](=[O:21])[C:17]4[CH:18]=[CH:19][CH:20]=[C:11]([C:12]=43)[NH:10][CH:9]2[C:22]2[CH:23]=[CH:24][C:25]([CH2:26][N:33]3[CH2:34][CH2:35][N:30]([C:36]([O:38][C:39]([CH3:42])([CH3:41])[CH3:40])=[O:37])[CH2:31][CH2:32]3)=[CH:28][CH:29]=2)=[CH:6][CH:7]=1. The reactants are [F:1][C:2]1[CH:7]=[CH:6][C:5]([CH:8]2[C:13]3=[N:14][NH:15][C:16](=[O:21])[C:17]4[CH:18]=[CH:19][CH:20]=[C:11]([C:12]=43)[NH:10][CH:9]2[C:22]2[CH:29]=[CH:28][C:25]([CH:26]=O)=[CH:24][CH:23]=2)=[CH:4][CH:3]=1.[N:30]1([C:36]([O:38][C:39]([CH3:42])([CH3:41])[CH3:40])=[O:37])[CH2:35][CH2:34][NH:33][CH2:32][CH2:31]1.C(O)(=O)C.C(O[BH-](OC(=O)C)OC(=O)C)(=O)C.[Na+]. The yield is 0.320. The catalyst is ClCCl. (2) The reactants are C([O:8][C:9]1[N:14]=[C:13]([NH:15][C:16]2[CH:21]=[CH:20][C:19]([C:22]3[N:23]=[C:24]([N:33]4[CH2:38][CH2:37][O:36][CH2:35][C@@H:34]4[CH3:39])[C:25]4[CH2:31][CH2:30][N:29]([CH3:32])[CH2:28][C:26]=4[N:27]=3)=[CH:18][CH:17]=2)[CH:12]=[CH:11][CH:10]=1)C1C=CC=CC=1.C(OC1N=C(NC2C=CC(C3N=C(N4CCOC[C@@H]4C)C4CCNCC=4N=3)=CC=2)C=CC=1)C1C=CC=CC=1.CCN(C(C)C)C(C)C.CI. The catalyst is CN(C=O)C.O. The product is [CH3:32][N:29]1[CH2:30][CH2:31][C:25]2[C:24]([N:33]3[CH2:38][CH2:37][O:36][CH2:35][C@@H:34]3[CH3:39])=[N:23][C:22]([C:19]3[CH:18]=[CH:17][C:16]([NH:15][C:13]4[NH:14][C:9](=[O:8])[CH:10]=[CH:11][CH:12]=4)=[CH:21][CH:20]=3)=[N:27][C:26]=2[CH2:28]1. The yield is 1.00. (3) The reactants are [CH3:1][C:2]([OH:13])([CH3:12])[CH2:3][N:4]1[CH:8]=[CH:7][C:6]([N+:9]([O-:11])=[O:10])=[N:5]1.CN(C=O)C.[H-].[Na+].[C:21]([O:24][CH2:25][CH3:26])(=O)C. The catalyst is [NH4+].[Cl-]. The product is [CH3:12][C:2]([O:13][CH2:26][C@H:25]1[CH2:21][O:24]1)([CH3:1])[CH2:3][N:4]1[CH:8]=[CH:7][C:6]([N+:9]([O-:11])=[O:10])=[N:5]1. The yield is 0.410. (4) The reactants are CO[C:3]1[CH:12]=[CH:11][C:10]2[C:5](=[CH:6][C:7]([O:13][CH3:14])=[CH:8][N:9]=2)[N:4]=1.P(Cl)(Cl)([Cl:17])=O. The catalyst is CN(C)C=O. The product is [Cl:17][C:3]1[CH:12]=[CH:11][C:10]2[C:5](=[CH:6][C:7]([O:13][CH3:14])=[CH:8][N:9]=2)[N:4]=1. The yield is 0.640. (5) The reactants are [CH2:1]([O:8][C:9]1[CH:18]=[C:17]2[C:12]([CH:13]=[C:14]([C:19]([OH:21])=O)[N:15]=[CH:16]2)=[CH:11][CH:10]=1)[C:2]1[CH:7]=[CH:6][CH:5]=[CH:4][CH:3]=1.CN(C(ON1N=NC2C=CC=CC1=2)=[N+](C)C)C.F[P-](F)(F)(F)(F)F.[CH3:46][O:47][C:48]([C:50]1[C:58]2[N:57]=[C:56]([NH2:59])[NH:55][C:54]=2[CH:53]=[CH:52][CH:51]=1)=[O:49]. The catalyst is CN(C=O)C.CCN(C(C)C)C(C)C. The product is [CH3:46][O:47][C:48]([C:50]1[C:58]2[N:57]=[C:56]([NH:59][C:19]([C:14]3[N:15]=[CH:16][C:17]4[C:12]([CH:13]=3)=[CH:11][CH:10]=[C:9]([O:8][CH2:1][C:2]3[CH:3]=[CH:4][CH:5]=[CH:6][CH:7]=3)[CH:18]=4)=[O:21])[NH:55][C:54]=2[CH:53]=[CH:52][CH:51]=1)=[O:49]. The yield is 0.880. (6) The reactants are [N+:1]([C:4]1[CH:9]=[CH:8][C:7]([NH2:10])=[C:6]([C:11]([F:14])([F:13])[F:12])[CH:5]=1)([O-:3])=[O:2].[Cl:15]N1C(=O)CCC1=O.C(OCC)(=O)C. The catalyst is C(#N)C. The product is [Cl:15][C:8]1[CH:9]=[C:4]([N+:1]([O-:3])=[O:2])[CH:5]=[C:6]([C:11]([F:12])([F:13])[F:14])[C:7]=1[NH2:10]. The yield is 0.750. (7) The reactants are [NH:1]1[C:9]2[C:4](=[CH:5][CH:6]=[CH:7][CH:8]=2)[CH:3]=[C:2]1[CH2:10][C:11]([O:13][CH2:14][CH3:15])=[O:12].[C:16](=O)([O:22]C(C)(C)C)[O:17][C:18]([CH3:21])([CH3:20])[CH3:19]. The catalyst is ClCCl.CN(C)C1C=CN=CC=1. The product is [CH2:14]([O:13][C:11]([CH2:10][C:2]1[N:1]([C:16]([O:17][C:18]([CH3:21])([CH3:20])[CH3:19])=[O:22])[C:9]2[C:4]([CH:3]=1)=[CH:5][CH:6]=[CH:7][CH:8]=2)=[O:12])[CH3:15]. The yield is 0.910. (8) The reactants are [C:1]([C:5]1[NH:10][C:9](=[O:11])[CH:8]=[C:7](O)[CH:6]=1)([CH3:4])([CH3:3])[CH3:2].P(Br)(Br)([Br:15])=O. The catalyst is CN(C=O)C. The product is [Br:15][C:7]1[CH:6]=[C:5]([C:1]([CH3:4])([CH3:3])[CH3:2])[NH:10][C:9](=[O:11])[CH:8]=1. The yield is 0.800.